Dataset: Reaction yield outcomes from USPTO patents with 853,638 reactions. Task: Predict the reaction yield, written as a fraction of the theoretical maximum amount of product (1.0 means a 100% yield; for example, 0.34 means a 34% yield). (1) The reactants are Br[C:2]1[C:11]2[C:6](=[CH:7][C:8]([Br:12])=[CH:9][CH:10]=2)[CH:5]=[C:4]([NH2:13])[N:3]=1.C([O-])=O.[NH4+]. The catalyst is CN(C=O)C.C1C=CC(/C=C/C(/C=C/C2C=CC=CC=2)=O)=CC=1.C1C=CC(/C=C/C(/C=C/C2C=CC=CC=2)=O)=CC=1.C1C=CC(/C=C/C(/C=C/C2C=CC=CC=2)=O)=CC=1.[Pd].[Pd]. The product is [Br:12][C:8]1[CH:7]=[C:6]2[C:11](=[CH:10][CH:9]=1)[CH:2]=[N:3][C:4]([NH2:13])=[CH:5]2. The yield is 0.900. (2) The product is [C:25]([O:24][C:23]([N:22]=[C:16]([NH:15][C:13]([O:12][C:8]([CH3:11])([CH3:10])[CH3:9])=[O:14])[NH:30][CH2:31][C:32]1([C:35]2[O:39][C:38]([CH:40]3[CH2:46][CH2:45][C@@H:44]4[CH2:47][N:41]3[C:42](=[O:56])[N:43]4[O:48][CH2:49][C:50]3[CH:55]=[CH:54][CH:53]=[CH:52][CH:51]=3)=[N:37][N:36]=2)[CH2:33][CH2:34]1)=[O:29])([CH3:28])([CH3:27])[CH3:26]. The catalyst is CO. The reactants are CCN(CC)CC.[C:8]([O:12][C:13]([NH:15][C:16](=[N:22][C:23](=[O:29])[O:24][C:25]([CH3:28])([CH3:27])[CH3:26])N1C=CC=N1)=[O:14])([CH3:11])([CH3:10])[CH3:9].[NH2:30][CH2:31][C:32]1([C:35]2[O:39][C:38]([CH:40]3[CH2:46][CH2:45][C@@H:44]4[CH2:47][N:41]3[C:42](=[O:56])[N:43]4[O:48][CH2:49][C:50]3[CH:55]=[CH:54][CH:53]=[CH:52][CH:51]=3)=[N:37][N:36]=2)[CH2:34][CH2:33]1. The yield is 0.860. (3) The reactants are C([O:8][C:9]1[CH:18]=[C:17]2[C:12]([C:13]([NH:19][C:20]3[CH:24]=[C:23]([CH2:25][C:26]([NH:28][C:29]4[CH:34]=[CH:33][CH:32]=[C:31]([F:35])[C:30]=4[F:36])=[O:27])[NH:22][N:21]=3)=[N:14][CH:15]=[N:16]2)=[CH:11][CH:10]=1)C1C=CC=CC=1.FC(F)(F)C(O)=O. No catalyst specified. The product is [F:36][C:30]1[C:31]([F:35])=[CH:32][CH:33]=[CH:34][C:29]=1[NH:28][C:26](=[O:27])[CH2:25][C:23]1[NH:22][N:21]=[C:20]([NH:19][C:13]2[C:12]3[C:17](=[CH:18][C:9]([OH:8])=[CH:10][CH:11]=3)[N:16]=[CH:15][N:14]=2)[CH:24]=1. The yield is 0.970. (4) The catalyst is CO. The product is [C:25]([O:24][C:22](=[O:23])[C:21]([S:12][C:7]1[CH:6]=[CH:5][C:4]2[CH2:3][CH:2]([NH2:1])[CH2:11][CH2:10][C:9]=2[CH:8]=1)([CH3:30])[CH3:29])([CH3:28])([CH3:27])[CH3:26]. The yield is 0.600. The reactants are [NH2:1][CH:2]1[CH2:11][CH2:10][C:9]2[CH:8]=[C:7]([S:12]C(=O)N(C)C)[CH:6]=[CH:5][C:4]=2[CH2:3]1.[OH-].[K+].Br[C:21]([CH3:30])([CH3:29])[C:22]([O:24][C:25]([CH3:28])([CH3:27])[CH3:26])=[O:23].[BH4-].[Na+]. (5) The reactants are [CH3:1][O:2][CH:3]([O:15][CH3:16])[CH2:4][C:5]1[CH:10]=[CH:9][CH:8]=[C:7]([CH3:11])[C:6]=1[N+:12]([O-])=O. The catalyst is CO.[Pd]. The product is [CH3:1][O:2][CH:3]([O:15][CH3:16])[CH2:4][C:5]1[CH:10]=[CH:9][CH:8]=[C:7]([CH3:11])[C:6]=1[NH2:12]. The yield is 1.03. (6) The reactants are [S:1]1[CH:5]=[CH:4][C:3]([C:6]([OH:8])=[O:7])=[CH:2]1.C[Si]([N-][Si](C)(C)C)(C)C.[Li+].[CH:19](=O)[CH2:20][CH3:21].Cl.C1(C)C=CC(S(Cl)(=O)=O)=CC=1.C([O-])(O)=O.[Na+]. The catalyst is C1COCC1. The product is [CH2:20]([CH:21]1[C:2]2[S:1][CH:5]=[CH:4][C:3]=2[C:6](=[O:8])[O:7]1)[CH3:19]. The yield is 0.250. (7) The reactants are C[O:2][C:3]1[CH:22]=[CH:21][C:6]2[CH:7]=[C:8]([C:10]3[CH:11]=[C:12]([CH:18]=[CH:19][CH:20]=3)[C:13]([O:15][CH2:16][CH3:17])=[O:14])[S:9][C:5]=2[CH:4]=1.B(Br)(Br)Br. The catalyst is ClCCl. The product is [OH:2][C:3]1[CH:22]=[CH:21][C:6]2[CH:7]=[C:8]([C:10]3[CH:11]=[C:12]([CH:18]=[CH:19][CH:20]=3)[C:13]([O:15][CH2:16][CH3:17])=[O:14])[S:9][C:5]=2[CH:4]=1. The yield is 0.770.